Dataset: Forward reaction prediction with 1.9M reactions from USPTO patents (1976-2016). Task: Predict the product of the given reaction. (1) Given the reactants [Cl:1][C:2]1[CH:7]=[CH:6][C:5]([NH:8][C:9]([NH2:11])=[S:10])=[CH:4][CH:3]=1.Br[CH2:13][C:14](=O)[C:15]([OH:17])=[O:16], predict the reaction product. The product is: [Cl:1][C:2]1[CH:3]=[CH:4][C:5]([NH:8][C:9]2[S:10][CH:13]=[C:14]([C:15]([OH:17])=[O:16])[N:11]=2)=[CH:6][CH:7]=1. (2) Given the reactants Cl[CH2:2][C:3]([NH:5][C:6]1[C:7]([Cl:16])=[C:8]2[C:13](=[CH:14][CH:15]=1)[CH:12]=[N:11][CH:10]=[CH:9]2)=[O:4].[NH2:17][C:18]1[CH:19]=[C:20]([CH:25]=[CH:26][CH:27]=1)[C:21]([NH:23][CH3:24])=[O:22], predict the reaction product. The product is: [NH3:5].[Cl:16][C:7]1[C:6]([NH:5][C:3](=[O:4])[CH2:2][NH:17][C:18]2[CH:19]=[C:20]([CH:25]=[CH:26][CH:27]=2)[C:21]([NH:23][CH3:24])=[O:22])=[CH:15][CH:14]=[C:13]2[C:8]=1[CH:9]=[CH:10][N:11]=[CH:12]2. (3) Given the reactants [CH3:1][C:2]1([CH3:23])[CH2:6][C:5]2[C:7]([C:13]3[CH:18]=[CH:17][C:16]([C:19]([O:21]C)=[O:20])=[CH:15][CH:14]=3)=[CH:8][CH:9]=[C:10]([O:11][CH3:12])[C:4]=2[O:3]1.[OH-].[Na+], predict the reaction product. The product is: [C:19]([C:16]1[CH:15]=[CH:14][C:13]([C:7]2[C:5]3[CH2:6][C:2]([CH3:1])([CH3:23])[O:3][C:4]=3[C:10]([O:11][CH3:12])=[CH:9][CH:8]=2)=[CH:18][CH:17]=1)([OH:21])=[O:20]. (4) Given the reactants [Cl:1][C:2]1[CH:7]=[CH:6][CH:5]=[C:4]([Cl:8])[C:3]=1[N:9]1[CH:19]=[C:12]2[CH:13]=[N+:14]([O-])[CH:15]=[C:16]([F:17])[C:11]2=[N:10]1.P(Br)(Br)([Br:22])=O, predict the reaction product. The product is: [Br:22][C:13]1[C:12]2=[CH:19][N:9]([C:3]3[C:2]([Cl:1])=[CH:7][CH:6]=[CH:5][C:4]=3[Cl:8])[N:10]=[C:11]2[C:16]([F:17])=[CH:15][N:14]=1.